From a dataset of Peptide-MHC class I binding affinity with 185,985 pairs from IEDB/IMGT. Regression. Given a peptide amino acid sequence and an MHC pseudo amino acid sequence, predict their binding affinity value. This is MHC class I binding data. (1) The peptide sequence is RTLFQQMRDVL. The MHC is HLA-A02:02 with pseudo-sequence HLA-A02:02. The binding affinity (normalized) is 0.303. (2) The peptide sequence is DLFNRDKTEA. The MHC is H-2-Kb with pseudo-sequence H-2-Kb. The binding affinity (normalized) is 0.0876. (3) The peptide sequence is GGPNLYNI. The MHC is Mamu-B17 with pseudo-sequence Mamu-B17. The binding affinity (normalized) is 0. (4) The peptide sequence is RTDNGGWAH. The MHC is HLA-A25:01 with pseudo-sequence HLA-A25:01. The binding affinity (normalized) is 0.0847. (5) The peptide sequence is RLPFRPTTGR. The MHC is Patr-B1301 with pseudo-sequence Patr-B1301. The binding affinity (normalized) is 0.110. (6) The peptide sequence is TEFFMSRKL. The MHC is HLA-A02:19 with pseudo-sequence HLA-A02:19. The binding affinity (normalized) is 0.0847.